Predict which catalyst facilitates the given reaction. From a dataset of Catalyst prediction with 721,799 reactions and 888 catalyst types from USPTO. (1) Reactant: [F:1][C:2]1[CH:31]=[C:30]([F:32])[CH:29]=[CH:28][C:3]=1[O:4][C:5]1[CH:6]=[C:7]2[C:11](=[CH:12][C:13]=1[C:14](ON1C(=O)CCC1=O)=[O:15])[N:10]([CH2:24][CH:25]([CH3:27])[CH3:26])[N:9]=[CH:8]2.[NH2:33][C@H:34]1[CH2:38][CH2:37][NH:36][C:35]1=[O:39]. Product: [F:1][C:2]1[CH:31]=[C:30]([F:32])[CH:29]=[CH:28][C:3]=1[O:4][C:5]1[CH:6]=[C:7]2[C:11](=[CH:12][C:13]=1[C:14]([NH:33][C@H:34]1[CH2:38][CH2:37][NH:36][C:35]1=[O:39])=[O:15])[N:10]([CH2:24][CH:25]([CH3:26])[CH3:27])[N:9]=[CH:8]2. The catalyst class is: 96. (2) Product: [Br:16][CH2:13][C:10]1[CH:11]=[CH:12][C:7]([C:5]2[N:4]=[N:3][N:2]([CH3:1])[CH:6]=2)=[CH:8][CH:9]=1. Reactant: [CH3:1][N:2]1[CH:6]=[C:5]([C:7]2[CH:12]=[CH:11][C:10]([CH2:13]O)=[CH:9][CH:8]=2)[N:4]=[N:3]1.P(Br)(Br)[Br:16]. The catalyst class is: 4. (3) Reactant: C(N(CC)[P:4]([C:13]1[CH:18]=[CH:17][CH:16]=[CH:15][C:14]=1[O:19][CH3:20])([C:7]1[CH:12]=[CH:11][CH:10]=[CH:9][CH:8]=1)(O)O)C.[ClH:23]. Product: [CH3:20][O:19][C:14]1[CH:15]=[CH:16][CH:17]=[CH:18][C:13]=1[P:4]([C:7]1[CH:12]=[CH:11][CH:10]=[CH:9][CH:8]=1)[Cl:23]. The catalyst class is: 28.